Task: Predict the product of the given reaction.. Dataset: Forward reaction prediction with 1.9M reactions from USPTO patents (1976-2016) (1) The product is: [N+:13]([C:16]1[CH:17]=[CH:18][C:19]([CH2:20][O:21]/[N:22]=[C:9](/[C:6]2[CH:7]=[CH:8][C:3]([O:2][CH3:1])=[CH:4][CH:5]=2)\[CH3:10])=[CH:23][CH:24]=1)([O-:15])=[O:14]. Given the reactants [CH3:1][O:2][C:3]1[CH:8]=[CH:7][C:6]([C:9](=O)[CH3:10])=[CH:5][CH:4]=1.Cl.[N+:13]([C:16]1[CH:24]=[CH:23][C:19]([CH2:20][O:21][NH2:22])=[CH:18][CH:17]=1)([O-:15])=[O:14], predict the reaction product. (2) Given the reactants C([Li])CCC.[CH:6]1([O:9][C:10]2[CH:18]=[CH:17][C:16]3[N:15]4[CH2:19][CH2:20][CH2:21][C:14]4=[C:13](I)[C:12]=3[CH:11]=2)[CH2:8][CH2:7]1.[C:23]([O:27][C:28]([N:30]1[C@@H:34]([CH3:35])[CH2:33]OS1(=O)=O)=[O:29])([CH3:26])([CH3:25])[CH3:24].C(OCC)(=O)C, predict the reaction product. The product is: [C:23]([O:27][C:28](=[O:29])[NH:30][C@@H:34]([CH3:33])[CH2:35][C:13]1[C:12]2[CH:11]=[C:10]([O:9][CH:6]3[CH2:8][CH2:7]3)[CH:18]=[CH:17][C:16]=2[N:15]2[CH2:19][CH2:20][CH2:21][C:14]=12)([CH3:26])([CH3:25])[CH3:24].